This data is from Forward reaction prediction with 1.9M reactions from USPTO patents (1976-2016). The task is: Predict the product of the given reaction. (1) Given the reactants [C:1]([C:4]1[CH:9]=[CH:8][CH:7]=[CH:6][N:5]=1)(=[O:3])[CH3:2].[H-].[Na+].[C:12](OCC)(=[O:18])[C:13]([O:15][CH2:16][CH3:17])=[O:14].O, predict the reaction product. The product is: [N:5]1[CH:6]=[CH:7][CH:8]=[CH:9][C:4]=1[C:1](=[O:3])[CH2:2][C:12](=[O:18])[C:13]([O:15][CH2:16][CH3:17])=[O:14]. (2) Given the reactants C(O[C:9](=O)[NH:10][C:11]1[CH:16]=[CH:15][C:14]([CH3:17])=[C:13]([F:18])[CH:12]=1)C1C=CC=CC=1.[C:20]([O:25][CH2:26][C@H:27]1[O:29]C1)(=[O:24])CCC, predict the reaction product. The product is: [F:18][C:13]1[CH:12]=[C:11]([N:10]2[CH2:9][C@@H:26]([CH2:27][OH:29])[O:25][C:20]2=[O:24])[CH:16]=[CH:15][C:14]=1[CH3:17]. (3) The product is: [CH:1]1([C:4]2[CH:5]=[N:6][C:7]([NH:14][C:15]3[CH:16]=[C:17]4[C:21](=[CH:22][CH:23]=3)[NH:20][CH:19]=[C:18]4[C:24]3[CH:29]=[CH:28][CH:27]=[CH:26][CH:25]=3)=[C:8]([CH:13]=2)[C:9]([OH:11])=[O:10])[CH2:2][CH2:3]1. Given the reactants [CH:1]1([C:4]2[CH:5]=[N:6][C:7]([NH:14][C:15]3[CH:16]=[C:17]4[C:21](=[CH:22][CH:23]=3)[NH:20][CH:19]=[C:18]4[C:24]3[CH:29]=[CH:28][CH:27]=[CH:26][CH:25]=3)=[C:8]([CH:13]=2)[C:9]([O:11]C)=[O:10])[CH2:3][CH2:2]1.[OH-].[Na+].O1CCCC1.Cl, predict the reaction product. (4) Given the reactants CS(C)=O.C(Cl)(=O)C(Cl)=O.[CH2:11]([O:19][CH2:20][C:21]([CH2:26][O:27][CH2:28][CH2:29][CH2:30][CH2:31][CH2:32][CH2:33][CH2:34][CH3:35])([CH2:24][OH:25])[CH2:22][OH:23])[CH2:12][CH2:13][CH2:14][CH2:15][CH2:16][CH2:17][CH3:18].CCN(CC)CC, predict the reaction product. The product is: [CH2:28]([O:27][CH2:26][C:21]([CH2:20][O:19][CH2:11][CH2:12][CH2:13][CH2:14][CH2:15][CH2:16][CH2:17][CH3:18])([CH:22]=[O:23])[CH:24]=[O:25])[CH2:29][CH2:30][CH2:31][CH2:32][CH2:33][CH2:34][CH3:35]. (5) Given the reactants [Br:1][C:2]1[C:3]([Cl:15])=[C:4]2[C:8](=[C:9]([O:11][CH3:12])[CH:10]=1)[NH:7]C(=O)[C:5]2=[O:14].[OH-].[Na+].OO.O.C(O)(=[O:23])C.Cl, predict the reaction product. The product is: [NH2:7][C:8]1[C:9]([O:11][CH3:12])=[CH:10][C:2]([Br:1])=[C:3]([Cl:15])[C:4]=1[C:5]([OH:14])=[O:23].